This data is from Catalyst prediction with 721,799 reactions and 888 catalyst types from USPTO. The task is: Predict which catalyst facilitates the given reaction. (1) Reactant: [OH:1][CH2:2][CH:3]1[CH2:7][N:6]([C:8]2[CH:13]=[CH:12][C:11]([CH:14]([CH3:16])[CH3:15])=[CH:10][CH:9]=2)[C:5](=[O:17])[CH2:4]1.C(N(CC)CC)C.[CH3:25][S:26](Cl)(=[O:28])=[O:27].C([O-])(O)=O.[Na+]. Product: [CH:14]([C:11]1[CH:12]=[CH:13][C:8]([N:6]2[C:5](=[O:17])[CH2:4][CH:3]([CH2:2][O:1][S:26]([CH3:25])(=[O:28])=[O:27])[CH2:7]2)=[CH:9][CH:10]=1)([CH3:15])[CH3:16]. The catalyst class is: 4. (2) Reactant: [Cl:1][C:2]1[C:11]([N+:12]([O-:14])=[O:13])=[C:10](Cl)[C:9]2[C:4](=[CH:5][CH:6]=[CH:7][CH:8]=2)[N:3]=1.C(N(CC)CC)C.[CH3:23][O:24][C:25]1[CH:32]=[CH:31][C:28]([CH2:29][NH2:30])=[CH:27][CH:26]=1. Product: [Cl:1][C:2]1[C:11]([N+:12]([O-:14])=[O:13])=[C:10]([NH:30][CH2:29][C:28]2[CH:31]=[CH:32][C:25]([O:24][CH3:23])=[CH:26][CH:27]=2)[C:9]2[C:4](=[CH:5][CH:6]=[CH:7][CH:8]=2)[N:3]=1. The catalyst class is: 3. (3) Product: [OH:17][C@H:14]1[C@@H:15]([CH3:16])[N:11]([C:9]2[CH:8]=[CH:7][C:4]([C:5]#[N:6])=[C:3]([C:2]([F:1])([F:21])[F:22])[CH:10]=2)[C:12](=[O:20])[C:13]1([CH3:18])[CH3:19]. The catalyst class is: 1. Reactant: [F:1][C:2]([F:22])([F:21])[C:3]1[CH:10]=[C:9]([N:11]2[CH:15]([CH3:16])[C:14](=[O:17])[C:13]([CH3:19])([CH3:18])[C:12]2=[O:20])[CH:8]=[CH:7][C:4]=1[C:5]#[N:6].C([BH-](C(CC)C)C(CC)C)(CC)C.[Li+].C1COCC1.O. (4) Reactant: [NH2:1][C:2]1[C:9]([N+:10]([O-:12])=[O:11])=[CH:8][C:7]([F:13])=[CH:6][C:3]=1[C:4]#[N:5].[OH2:14]. Product: [NH2:1][C:2]1[C:9]([N+:10]([O-:12])=[O:11])=[CH:8][C:7]([F:13])=[CH:6][C:3]=1[C:4]([NH2:5])=[O:14]. The catalyst class is: 4. (5) Reactant: [Na].[Cl:2][C:3]1[N:11]=[C:10]2[C:6]([NH:7][CH:8]=[N:9]2)=[C:5]([N:12]2[CH:16]=[CH:15][N:14]=[C:13]2[CH:17]([CH3:19])[CH3:18])[N:4]=1.[C:20]1([CH3:46])[CH:25]=[CH:24][C:23]([C:26]([O:28][C@@H:29]2[C@@H:33]([CH2:34][O:35][C:36]([C:38]3[CH:43]=[CH:42][C:41]([CH3:44])=[CH:40][CH:39]=3)=[O:37])[O:32][C@H:31](Cl)[CH2:30]2)=[O:27])=[CH:22][CH:21]=1. Product: [Cl:2][C:3]1[N:11]=[C:10]2[C:6]([N:7]=[CH:8][N:9]2[C@@H:31]2[O:32][C@H:33]([CH2:34][O:35][C:36]([C:38]3[CH:39]=[CH:40][C:41]([CH3:44])=[CH:42][CH:43]=3)=[O:37])[C@@H:29]([O:28][C:26]([C:23]3[CH:22]=[CH:21][C:20]([CH3:46])=[CH:25][CH:24]=3)=[O:27])[CH2:30]2)=[C:5]([N:12]2[CH:16]=[CH:15][N:14]=[C:13]2[CH:17]([CH3:19])[CH3:18])[N:4]=1. The catalyst class is: 496. (6) Reactant: [Li]CCCC.[Br:6][C:7]1[CH:12]=[CH:11][C:10](Br)=[CH:9][N:8]=1.[CH2:14]1[O:16][CH2:15]1. Product: [Br:6][C:7]1[CH:12]=[CH:11][C:10]([CH2:14][CH2:15][OH:16])=[CH:9][N:8]=1. The catalyst class is: 332. (7) Reactant: [H-].[Na+].[F:3][C:4]1[CH:9]=[CH:8][CH:7]=[CH:6][C:5]=1[OH:10].Cl[C:12]1[N:13]=[CH:14][C:15]2[N:20]=[C:19]([C:21]3[CH:26]=[C:25]([CH3:27])[C:24]([OH:28])=[C:23]([CH3:29])[CH:22]=3)[O:18][C:16]=2[N:17]=1.C(O)(=O)CC(CC(O)=O)(C(O)=O)O. Product: [F:3][C:4]1[CH:9]=[CH:8][CH:7]=[CH:6][C:5]=1[O:10][C:12]1[N:13]=[CH:14][C:15]2[N:20]=[C:19]([C:21]3[CH:22]=[C:23]([CH3:29])[C:24]([OH:28])=[C:25]([CH3:27])[CH:26]=3)[O:18][C:16]=2[N:17]=1. The catalyst class is: 80.